Dataset: Forward reaction prediction with 1.9M reactions from USPTO patents (1976-2016). Task: Predict the product of the given reaction. (1) Given the reactants [F:1][C:2]1[CH:3]=[C:4]([CH:12]=[C:13]([C:15]2([O:21][CH3:22])[CH2:20][CH2:19][O:18][CH2:17][CH2:16]2)[CH:14]=1)[O:5][CH2:6][C:7]([O:9]CC)=[O:8], predict the reaction product. The product is: [F:1][C:2]1[CH:3]=[C:4]([CH:12]=[C:13]([C:15]2([O:21][CH3:22])[CH2:20][CH2:19][O:18][CH2:17][CH2:16]2)[CH:14]=1)[O:5][CH2:6][C:7]([OH:9])=[O:8]. (2) Given the reactants Br[C:2]1[CH:3]=[C:4]([NH2:8])[CH:5]=[N:6][CH:7]=1.[CH3:9][N:10]([CH3:14])[CH2:11][C:12]#[CH:13], predict the reaction product. The product is: [CH3:9][N:10]([CH3:14])[CH2:11][C:12]#[C:13][C:2]1[CH:3]=[C:4]([NH2:8])[CH:5]=[N:6][CH:7]=1. (3) Given the reactants [F:1][C:2]1[CH:7]=[CH:6][C:5]([CH2:8][C:9]([OH:11])=O)=[C:4]([CH3:12])[CH:3]=1.[K+].[CH3:14][O:15][C:16](=[O:21])[CH2:17]C([O-])=O, predict the reaction product. The product is: [F:1][C:2]1[CH:7]=[CH:6][C:5]([CH2:8][C:9](=[O:11])[CH2:17][C:16]([O:15][CH3:14])=[O:21])=[C:4]([CH3:12])[CH:3]=1. (4) Given the reactants C1(C)C=CC(C(C2C=CC(C)=CC=2)S(CC(N)=O)=[O:9])=CC=1.[Cl:22][C:23]1[CH:24]=[C:25]([CH:29]([C:35]2[CH:40]=[CH:39][CH:38]=[C:37]([Cl:41])[CH:36]=2)[S:30][CH2:31][C:32]([NH2:34])=[O:33])[CH:26]=[CH:27][CH:28]=1, predict the reaction product. The product is: [Cl:22][C:23]1[CH:24]=[C:25]([CH:29]([C:35]2[CH:40]=[CH:39][CH:38]=[C:37]([Cl:41])[CH:36]=2)[S:30]([CH2:31][C:32]([NH2:34])=[O:33])=[O:9])[CH:26]=[CH:27][CH:28]=1. (5) The product is: [ClH:1].[CH3:2][N:3]1[C:8]([CH3:9])=[CH:7][C:6](=[O:11])[C:5]([O:12][CH2:13][C:14]2[CH:15]=[CH:16][CH:17]=[CH:18][CH:19]=2)=[C:4]1[CH:24]([O:23][CH3:22])[CH3:25]. Given the reactants [ClH:1].[CH3:2][N:3]1[C:8]([CH3:9])=[C:7](C)[C:6](=[O:11])[C:5]([O:12][CH2:13][C:14]2[CH:19]=[CH:18][CH:17]=[CH:16][CH:15]=2)=[C:4]1OC.[CH3:22][O:23][CH:24]([C:22]1[O:23][C:24]([CH3:25])=C[C:25](=O)[C:24]=1[O:23][CH2:22]C1C=CC=CC=1)[CH3:25], predict the reaction product. (6) Given the reactants [C:1]1([C:18]2[CH:23]=[CH:22][CH:21]=[CH:20][CH:19]=2)[CH:6]=[CH:5][C:4]([C:7]2[CH:8]=[C:9]([NH2:17])[CH:10]=[C:11]3[C:15]=2[N:14]([CH3:16])[CH:13]=[CH:12]3)=[CH:3][CH:2]=1.Cl[C:25]1[N:34]=[CH:33][C:32]([CH:35]2[CH2:37][CH2:36]2)=[CH:31][C:26]=1[C:27]([O:29][CH3:30])=[O:28].C(=O)([O-])[O-].[Cs+].[Cs+], predict the reaction product. The product is: [C:1]1([C:18]2[CH:19]=[CH:20][CH:21]=[CH:22][CH:23]=2)[CH:6]=[CH:5][C:4]([C:7]2[CH:8]=[C:9]([NH:17][C:25]3[N:34]=[CH:33][C:32]([CH:35]4[CH2:37][CH2:36]4)=[CH:31][C:26]=3[C:27]([O:29][CH3:30])=[O:28])[CH:10]=[C:11]3[C:15]=2[N:14]([CH3:16])[CH:13]=[CH:12]3)=[CH:3][CH:2]=1. (7) Given the reactants CC(C1C=C(C(C)C)C(C2C=CC=CC=2P(C2CCCCC2)C2CCCCC2)=C(C(C)C)C=1)C.[C:35]([O:43][CH2:44][C:45]1[O:49][N:48]=[C:47]([CH3:50])[C:46]=1Br)(=[O:42])[C:36]1[CH:41]=[CH:40][CH:39]=[CH:38][CH:37]=1.CCN(CC)CC.[CH3:59][C:60]1([CH3:67])[C:64]([CH3:66])([CH3:65])[O:63][BH:62][O:61]1, predict the reaction product. The product is: [C:35]([O:43][CH2:44][C:45]1[O:49][N:48]=[C:47]([CH3:50])[C:46]=1[B:62]1[O:63][C:64]([CH3:66])([CH3:65])[C:60]([CH3:67])([CH3:59])[O:61]1)(=[O:42])[C:36]1[CH:41]=[CH:40][CH:39]=[CH:38][CH:37]=1. (8) Given the reactants [C:1]1([C:7]2[C:12]([C:13]3[CH:18]=[CH:17][N:16]=[CH:15][CH:14]=3)=[C:11]([C:19]3[CH:24]=[CH:23][CH:22]=[CH:21][CH:20]=3)[N:10]=[C:9]3[NH:25][N:26]=[CH:27][C:8]=23)[CH:6]=[CH:5][CH:4]=[CH:3][CH:2]=1.Br[CH2:29][CH2:30][N:31]1[C:35](=[O:36])[C:34]2=[CH:37][CH:38]=[CH:39][CH:40]=[C:33]2[C:32]1=[O:41], predict the reaction product. The product is: [C:1]1([C:7]2[C:8]3[C:9](=[N:25][N:26]([CH2:29][CH2:30][N:31]4[C:35](=[O:36])[C:34]5=[CH:37][CH:38]=[CH:39][CH:40]=[C:33]5[C:32]4=[O:41])[CH:27]=3)[N:10]=[C:11]([C:19]3[CH:24]=[CH:23][CH:22]=[CH:21][CH:20]=3)[C:12]=2[C:13]2[CH:18]=[CH:17][N:16]=[CH:15][CH:14]=2)[CH:6]=[CH:5][CH:4]=[CH:3][CH:2]=1. (9) Given the reactants Cl[S:2]([C:5]1[CH:6]=[C:7]([CH:11]=[CH:12][C:13]=1[F:14])[C:8](O)=[O:9])(=O)=O.SC1C=C(CO)C=CC=1, predict the reaction product. The product is: [F:14][C:13]1[CH:12]=[CH:11][C:7]([CH2:8][OH:9])=[CH:6][C:5]=1[SH:2]. (10) The product is: [C:1]([O:5][C:6](=[O:14])/[CH:7]=[CH:8]/[C:9]1[CH:13]=[CH:12][N:11]([S:21]([C:17]2[CH:16]=[C:15]([C:25]3[CH:26]=[CH:27][CH:28]=[CH:29][CH:30]=3)[CH:20]=[CH:19][CH:18]=2)(=[O:23])=[O:22])[CH:10]=1)([CH3:4])([CH3:2])[CH3:3]. Given the reactants [C:1]([O:5][C:6](=[O:14])/[CH:7]=[CH:8]/[C:9]1[CH:13]=[CH:12][NH:11][CH:10]=1)([CH3:4])([CH3:3])[CH3:2].[C:15]1([C:25]2[CH:30]=[CH:29][CH:28]=[CH:27][CH:26]=2)[CH:20]=[CH:19][CH:18]=[C:17]([S:21](Cl)(=[O:23])=[O:22])[CH:16]=1, predict the reaction product.